From a dataset of Reaction yield outcomes from USPTO patents with 853,638 reactions. Predict the reaction yield, written as a fraction of the theoretical maximum amount of product (1.0 means a 100% yield; for example, 0.34 means a 34% yield). (1) The reactants are [BH4-].[Na+].[CH3:3][CH:4]1[CH2:9][C:8](=[O:10])[CH2:7][CH2:6][N:5]1[C:11]([O:13][C:14]([CH3:17])([CH3:16])[CH3:15])=[O:12]. The catalyst is C(O)C. The product is [OH:10][C@H:8]1[CH2:7][CH2:6][N:5]([C:11]([O:13][C:14]([CH3:17])([CH3:16])[CH3:15])=[O:12])[C@@H:4]([CH3:3])[CH2:9]1.[OH:10][C@@H:8]1[CH2:7][CH2:6][N:5]([C:11]([O:13][C:14]([CH3:17])([CH3:16])[CH3:15])=[O:12])[C@@H:4]([CH3:3])[CH2:9]1. The yield is 0.360. (2) The reactants are [H-].[Na+].[Br:3][C:4]1[N:9]=[C:8]([C:10]([O:12][CH3:13])=[O:11])[C:7]([OH:14])=[CH:6][CH:5]=1.[O:15]([CH2:22][CH2:23][CH2:24]Br)[C:16]1[CH:21]=[CH:20][CH:19]=[CH:18][CH:17]=1. The catalyst is CC(N(C)C)=O.C(O)(=O)CC(CC(O)=O)(C(O)=O)O. The product is [Br:3][C:4]1[N:9]=[C:8]([C:10]([O:12][CH3:13])=[O:11])[C:7]([O:14][CH2:24][CH2:23][CH2:22][O:15][C:16]2[CH:21]=[CH:20][CH:19]=[CH:18][CH:17]=2)=[CH:6][CH:5]=1. The yield is 0.860. (3) The reactants are [C:1]([O:8][CH3:9])(=[O:7])/[CH:2]=[CH:3]/[C:4]([OH:6])=[O:5].[C:10]([O:18][CH2:19][CH2:20]Cl)(=[O:17])/[CH:11]=[CH:12]/[C:13]([O:15][CH3:16])=[O:14]. The catalyst is CN1C(=O)CCC1. The product is [C:4]([O:6][CH2:20][CH2:19][O:18][C:10](=[O:17])/[CH:11]=[CH:12]/[C:13]([O:15][CH3:16])=[O:14])(=[O:5])/[CH:3]=[CH:2]/[C:1]([O:8][CH3:9])=[O:7]. The yield is 0.170. (4) The catalyst is C1COCC1. The product is [CH3:1][O:2][C:3](=[O:15])[C@H:4]([NH:7][C:8]([O:10][C:11]([CH3:12])([CH3:14])[CH3:13])=[O:9])[CH2:5][O:6][Si:21]([C:34]([CH3:37])([CH3:36])[CH3:35])([C:28]1[CH:29]=[CH:30][CH:31]=[CH:32][CH:33]=1)[C:22]1[CH:27]=[CH:26][CH:25]=[CH:24][CH:23]=1. The yield is 0.720. The reactants are [CH3:1][O:2][C:3](=[O:15])[C@H:4]([NH:7][C:8]([O:10][C:11]([CH3:14])([CH3:13])[CH3:12])=[O:9])[CH2:5][OH:6].N1C=CN=C1.[Si:21](Cl)([C:34]([CH3:37])([CH3:36])[CH3:35])([C:28]1[CH:33]=[CH:32][CH:31]=[CH:30][CH:29]=1)[C:22]1[CH:27]=[CH:26][CH:25]=[CH:24][CH:23]=1. (5) The reactants are C[Si](Cl)(C)C.Br[CH2:7][C:8]([O:10][CH2:11][CH3:12])=[O:9].[CH3:13][O:14][C:15]1[CH:22]=[C:21]([O:23][CH3:24])[CH:20]=[C:19]([B:25]2[O:29]C(C)(C)[C:27](C)(C)[O:26]2)[C:16]=1C=O. The catalyst is C1COCC1.[Zn]. The product is [OH:29][B:25]1[C:19]2[CH:16]=[C:15]([O:14][CH3:13])[CH:22]=[C:21]([O:23][CH3:24])[C:20]=2[CH:27]([CH2:7][C:8]([O:10][CH2:11][CH3:12])=[O:9])[O:26]1. The yield is 0.393. (6) The reactants are [C:1]([C:3]1[C:12]2[C:7](=[CH:8][CH:9]=[CH:10][CH:11]=2)[C:6](F)=[CH:5][CH:4]=1)#[N:2].[NH:14]1[CH2:19][CH:18]=[CH:17][CH2:16][CH2:15]1. No catalyst specified. The product is [N:14]1([C:6]2[C:7]3[C:12](=[CH:11][CH:10]=[CH:9][CH:8]=3)[C:3]([C:1]#[N:2])=[CH:4][CH:5]=2)[CH2:15][CH:16]=[CH:17][CH2:18][CH2:19]1. The yield is 0.260. (7) The reactants are Cl.[NH2:2][CH:3]1[CH2:9][C:8]([CH3:11])([CH3:10])[CH2:7][N:6]([S:12]([C:15]2[CH:20]=[CH:19][CH:18]=[CH:17][N:16]=2)(=[O:14])=[O:13])[CH2:5][CH:4]1[OH:21].[NH:22]([C:31]([O:33][C:34]([CH3:37])([CH3:36])[CH3:35])=[O:32])[C@H:23]([C:28](O)=[O:29])[CH2:24][CH:25]([CH3:27])[CH3:26].CN(C(ON1N=NC2C=CC=CC1=2)=[N+](C)C)C.F[P-](F)(F)(F)(F)F.CN1CCOCC1. The catalyst is CN(C=O)C. The product is [C:34]([O:33][C:31](=[O:32])[NH:22][C@H:23]([C:28](=[O:29])[NH:2][CH:3]1[CH2:9][C:8]([CH3:11])([CH3:10])[CH2:7][N:6]([S:12]([C:15]2[CH:20]=[CH:19][CH:18]=[CH:17][N:16]=2)(=[O:14])=[O:13])[CH2:5][CH:4]1[OH:21])[CH2:24][CH:25]([CH3:26])[CH3:27])([CH3:35])([CH3:37])[CH3:36]. The yield is 0.720.